From a dataset of Forward reaction prediction with 1.9M reactions from USPTO patents (1976-2016). Predict the product of the given reaction. (1) Given the reactants [F:1][C:2]1[CH:7]=[CH:6][C:5]([C:8]2[C:16]3[C:11](=[N:12][CH:13]=[C:14]([F:17])[CH:15]=3)[N:10](S(C3C=CC(C)=CC=3)(=O)=O)[CH:9]=2)=[CH:4][C:3]=1[NH:28][C@H:29]1[CH2:34][CH2:33][CH2:32][C@@H:31]([NH:35]C(=O)OC(C)(C)C)[CH2:30]1.FC1C(N[C@H]2CCC[C@@H](NC(=O)OC(C)(C)C)C2)=NC(C2C3C(=NC=C(F)C=3)N(S(C3C=CC(C)=CC=3)(=O)=O)C=2)=NC=1.Cl, predict the reaction product. The product is: [F:1][C:2]1[CH:7]=[CH:6][C:5]([C:8]2[C:16]3[C:11](=[N:12][CH:13]=[C:14]([F:17])[CH:15]=3)[NH:10][CH:9]=2)=[CH:4][C:3]=1[NH:28][C@H:29]1[CH2:34][CH2:33][CH2:32][C@@H:31]([NH2:35])[CH2:30]1. (2) The product is: [Cl:1][C:2]1[CH:9]=[CH:8][C:5]([CH:6]2[N:10]([C:11]3[N:12]=[N:13][C:14]([CH3:17])=[CH:15][CH:16]=3)[C:21](=[O:36])[C:22]([OH:35])=[C:23]2[C:24](=[O:25])[C:26]2[CH:27]=[CH:28][C:29]([CH:32]([CH3:33])[CH3:34])=[CH:30][CH:31]=2)=[CH:4][CH:3]=1. Given the reactants [Cl:1][C:2]1[CH:9]=[CH:8][C:5]([CH:6]=O)=[CH:4][CH:3]=1.[NH2:10][C:11]1[N:12]=[N:13][C:14]([CH3:17])=[CH:15][CH:16]=1.C(O[C:21](=[O:36])[C:22]([OH:35])=[CH:23][C:24]([C:26]1[CH:31]=[CH:30][C:29]([CH:32]([CH3:34])[CH3:33])=[CH:28][CH:27]=1)=[O:25])C, predict the reaction product. (3) Given the reactants CO[C:3]([C:5]1[CH:10]=[CH:9][C:8](B(O)O)=[CH:7][CH:6]=1)=O.[NH2:14][C:15]1[CH2:16][C:17]([C:27]([N:29]([CH2:33][CH2:34][CH3:35])[CH2:30][CH2:31][CH3:32])=[O:28])=[CH:18][C:19]2[CH:25]=[CH:24][C:23](Br)=[CH:22][C:20]=2[N:21]=1.C(=O)([O-])[O-].[K+].[K+].[CH3:42][CH2:43][O:44][C:45]([CH3:47])=[O:46], predict the reaction product. The product is: [NH2:14][C:15]1[CH2:16][C:17]([C:27](=[O:28])[N:29]([CH2:33][CH2:34][CH3:35])[CH2:30][CH2:31][CH3:32])=[CH:18][C:19]2[CH:25]=[CH:24][C:23]([C:8]3[CH:7]=[CH:6][C:5]([CH2:3][CH2:47][C:45]([O:44][CH2:43][CH3:42])=[O:46])=[CH:10][CH:9]=3)=[CH:22][C:20]=2[N:21]=1.